Dataset: Full USPTO retrosynthesis dataset with 1.9M reactions from patents (1976-2016). Task: Predict the reactants needed to synthesize the given product. (1) The reactants are: [CH2:1]([O:3][C:4]([C:6]1[N:7]([CH2:19][C:20]2[C:29]3[C:24](=[CH:25][CH:26]=[CH:27][CH:28]=3)[CH:23]=[CH:22][CH:21]=2)[C:8]2[C:13]([C:14]=1[CH:15]=[N:16]O)=[CH:12][C:11]([F:18])=[CH:10][CH:9]=2)=[O:5])[CH3:2].C([O-])(=O)C.[Na+]. Given the product [CH2:1]([O:3][C:4]([C:6]1[N:7]([CH2:19][C:20]2[C:29]3[C:24](=[CH:25][CH:26]=[CH:27][CH:28]=3)[CH:23]=[CH:22][CH:21]=2)[C:8]2[C:13]([C:14]=1[CH2:15][NH2:16])=[CH:12][C:11]([F:18])=[CH:10][CH:9]=2)=[O:5])[CH3:2], predict the reactants needed to synthesize it. (2) Given the product [N:17]1[CH:18]=[CH:19][CH:20]=[CH:21][C:16]=1[C:12]1([CH:9]2[C:10]3[C:5](=[CH:4][CH:3]=[C:2]([O:1][S:31]([C:30]([F:49])([F:48])[F:29])(=[O:33])=[O:32])[CH:11]=3)[CH2:6][CH2:7][N:8]2[C:22]([O:24][C:25]([CH3:28])([CH3:27])[CH3:26])=[O:23])[CH2:15][CH2:14][CH2:13]1, predict the reactants needed to synthesize it. The reactants are: [OH:1][C:2]1[CH:11]=[C:10]2[C:5]([CH2:6][CH2:7][N:8]([C:22]([O:24][C:25]([CH3:28])([CH3:27])[CH3:26])=[O:23])[CH:9]2[C:12]2([C:16]3[CH:21]=[CH:20][CH:19]=[CH:18][N:17]=3)[CH2:15][CH2:14][CH2:13]2)=[CH:4][CH:3]=1.[F:29][C:30]([F:49])([F:48])[S:31](N(C1C=CC=CC=1)[S:31]([C:30]([F:49])([F:48])[F:29])(=[O:33])=[O:32])(=[O:33])=[O:32].C(N(CC)CC)C. (3) Given the product [CH3:27][C:2]1[CH:7]=[C:6]([C:8]([F:11])([F:10])[F:9])[CH:5]=[CH:4][C:3]=1[S:12]([N:15]1[CH2:25][CH2:24][CH2:23][C:17]2([C:21](=[O:22])[NH:20][CH2:19][CH2:18]2)[CH2:16]1)(=[O:14])=[O:13], predict the reactants needed to synthesize it. The reactants are: Br[C:2]1[CH:7]=[C:6]([C:8]([F:11])([F:10])[F:9])[CH:5]=[CH:4][C:3]=1[S:12]([N:15]1[CH2:25][CH2:24][CH2:23][C:17]2([C:21](=[O:22])[NH:20][CH2:19][CH2:18]2)[CH2:16]1)(=[O:14])=[O:13].Br[C:27]1C=C(C(F)(F)F)C=CC=1S(Cl)(=O)=O.C(=O)([O-])[O-].[K+].[K+].CB1OB(C)OB(C)O1. (4) Given the product [ClH:3].[Cl:3][C:4]1[CH:9]=[CH:8][C:7]([C:10]2[CH:15]=[CH:14][C:13]([O:16][C:17]([F:19])([F:20])[F:18])=[C:12]([CH2:21][NH:22][C@H:23]3[CH2:28][CH2:27][N:26]([C:43](=[O:44])[CH2:42][N:38]4[C:37](=[O:46])[C:36]([CH3:47])([CH3:35])[O:40][C:39]4=[O:41])[CH2:25][C@H:24]3[C:29]3[CH:30]=[CH:31][CH:32]=[CH:33][CH:34]=3)[CH:11]=2)=[CH:6][CH:5]=1, predict the reactants needed to synthesize it. The reactants are: Cl.Cl.[Cl:3][C:4]1[CH:9]=[CH:8][C:7]([C:10]2[CH:15]=[CH:14][C:13]([O:16][C:17]([F:20])([F:19])[F:18])=[C:12]([CH2:21][NH:22][C@H:23]3[CH2:28][CH2:27][NH:26][CH2:25][C@H:24]3[C:29]3[CH:34]=[CH:33][CH:32]=[CH:31][CH:30]=3)[CH:11]=2)=[CH:6][CH:5]=1.[CH3:35][C:36]1([CH3:47])[O:40][C:39](=[O:41])[N:38]([CH2:42][C:43](O)=[O:44])[C:37]1=[O:46].CCN=C=NCCCN(C)C.Cl.C1C=CC2N(O)N=NC=2C=1.Cl.C(OCC)(=O)C.